This data is from NCI-60 drug combinations with 297,098 pairs across 59 cell lines. The task is: Regression. Given two drug SMILES strings and cell line genomic features, predict the synergy score measuring deviation from expected non-interaction effect. (1) Cell line: T-47D. Synergy scores: CSS=5.38, Synergy_ZIP=4.54, Synergy_Bliss=2.49, Synergy_Loewe=0.354, Synergy_HSA=0.282. Drug 2: C1=NC(=NC(=O)N1C2C(C(C(O2)CO)O)O)N. Drug 1: CC(CN1CC(=O)NC(=O)C1)N2CC(=O)NC(=O)C2. (2) Drug 1: CC1=C(N=C(N=C1N)C(CC(=O)N)NCC(C(=O)N)N)C(=O)NC(C(C2=CN=CN2)OC3C(C(C(C(O3)CO)O)O)OC4C(C(C(C(O4)CO)O)OC(=O)N)O)C(=O)NC(C)C(C(C)C(=O)NC(C(C)O)C(=O)NCCC5=NC(=CS5)C6=NC(=CS6)C(=O)NCCC[S+](C)C)O. Drug 2: CN(C(=O)NC(C=O)C(C(C(CO)O)O)O)N=O. Cell line: SK-MEL-28. Synergy scores: CSS=5.53, Synergy_ZIP=-0.580, Synergy_Bliss=1.76, Synergy_Loewe=-1.25, Synergy_HSA=1.04. (3) Drug 1: C1=CC(=CC=C1C#N)C(C2=CC=C(C=C2)C#N)N3C=NC=N3. Drug 2: C1=CC=C(C=C1)NC(=O)CCCCCCC(=O)NO. Cell line: HCT-15. Synergy scores: CSS=1.77, Synergy_ZIP=5.96, Synergy_Bliss=0.424, Synergy_Loewe=-0.638, Synergy_HSA=-3.34. (4) Drug 1: CCC1=C2CN3C(=CC4=C(C3=O)COC(=O)C4(CC)O)C2=NC5=C1C=C(C=C5)O. Drug 2: CC1C(C(CC(O1)OC2CC(OC(C2O)C)OC3=CC4=CC5=C(C(=O)C(C(C5)C(C(=O)C(C(C)O)O)OC)OC6CC(C(C(O6)C)O)OC7CC(C(C(O7)C)O)OC8CC(C(C(O8)C)O)(C)O)C(=C4C(=C3C)O)O)O)O. Cell line: UACC-257. Synergy scores: CSS=14.2, Synergy_ZIP=-0.282, Synergy_Bliss=1.94, Synergy_Loewe=-0.113, Synergy_HSA=0.112. (5) Drug 1: CCCS(=O)(=O)NC1=C(C(=C(C=C1)F)C(=O)C2=CNC3=C2C=C(C=N3)C4=CC=C(C=C4)Cl)F. Drug 2: CC=C1C(=O)NC(C(=O)OC2CC(=O)NC(C(=O)NC(CSSCCC=C2)C(=O)N1)C(C)C)C(C)C. Cell line: SN12C. Synergy scores: CSS=31.4, Synergy_ZIP=1.98, Synergy_Bliss=0.977, Synergy_Loewe=-55.1, Synergy_HSA=-1.27.